From a dataset of Rat liver microsome stability data. Regression/Classification. Given a drug SMILES string, predict its absorption, distribution, metabolism, or excretion properties. Task type varies by dataset: regression for continuous measurements (e.g., permeability, clearance, half-life) or binary classification for categorical outcomes (e.g., BBB penetration, CYP inhibition). Dataset: rlm. (1) The molecule is Oc1c(I)cc(Cl)c2cccnc12. The result is 0 (unstable in rat liver microsomes). (2) The compound is COC(C)(C)CCn1nc(Nc2c(C)cccc2C)c2cnc(Nc3ccc(OCCN4CCCC4)c(F)c3)nc21. The result is 1 (stable in rat liver microsomes). (3) The compound is N#Cc1ccc([C@H]2CCCC[C@H]2O)cc1C(F)(F)F. The result is 1 (stable in rat liver microsomes). (4) The drug is COc1cc2c3cc1Oc1c(O)c(OC)cc4c1[C@@H](Cc1ccc(cc1)Oc1cc(ccc1O)C[C@H]3N(C)CC2)N(C)CC4. The result is 1 (stable in rat liver microsomes). (5) The compound is O=C(Nc1nc(-c2ccccc2)cs1)c1ccncc1NS(=O)(=O)c1cccs1. The result is 1 (stable in rat liver microsomes). (6) The molecule is COC(=O)c1cc2occc2n1Cc1nc(-c2ccc(C)cc2)oc1C. The result is 1 (stable in rat liver microsomes).